From a dataset of NCI-60 drug combinations with 297,098 pairs across 59 cell lines. Regression. Given two drug SMILES strings and cell line genomic features, predict the synergy score measuring deviation from expected non-interaction effect. Drug 1: CN1CCC(CC1)COC2=C(C=C3C(=C2)N=CN=C3NC4=C(C=C(C=C4)Br)F)OC. Drug 2: CC1=C(N=C(N=C1N)C(CC(=O)N)NCC(C(=O)N)N)C(=O)NC(C(C2=CN=CN2)OC3C(C(C(C(O3)CO)O)O)OC4C(C(C(C(O4)CO)O)OC(=O)N)O)C(=O)NC(C)C(C(C)C(=O)NC(C(C)O)C(=O)NCCC5=NC(=CS5)C6=NC(=CS6)C(=O)NCCC[S+](C)C)O. Cell line: PC-3. Synergy scores: CSS=2.32, Synergy_ZIP=-2.40, Synergy_Bliss=-3.98, Synergy_Loewe=-3.64, Synergy_HSA=-2.62.